From a dataset of Full USPTO retrosynthesis dataset with 1.9M reactions from patents (1976-2016). Predict the reactants needed to synthesize the given product. (1) Given the product [O:13]=[C:11]1[NH:10][C:9](=[O:14])[C:8](=[CH:7][C:6]2[CH:15]=[CH:16][C:3]([C:1]3[NH:26][C:21]4[CH:20]=[C:19]([C:18]([F:17])([F:27])[F:28])[CH:24]=[CH:23][C:22]=4[N:25]=3)=[CH:4][CH:5]=2)[S:12]1, predict the reactants needed to synthesize it. The reactants are: [CH:1]([C:3]1[CH:16]=[CH:15][C:6]([CH:7]=[C:8]2[S:12][C:11](=[O:13])[NH:10][C:9]2=[O:14])=[CH:5][CH:4]=1)=O.[F:17][C:18]([F:28])([F:27])[C:19]1[CH:24]=[CH:23][C:22]([NH2:25])=[C:21]([NH2:26])[CH:20]=1. (2) Given the product [C:1]([O:5][C:6]([N:8]1[CH2:13][CH2:12][CH2:11][C@@H:10]([NH:19][C:29]([O:28][CH2:24][C:25]2[CH:27]=[CH:40][CH:36]=[CH:37][CH:26]=2)=[O:30])[CH2:9]1)=[O:7])([CH3:2])([CH3:3])[CH3:4], predict the reactants needed to synthesize it. The reactants are: [C:1]([O:5][C:6]([N:8]1[CH2:13][CH2:12][CH2:11][CH:10](C(O)=O)[CH2:9]1)=[O:7])([CH3:4])([CH3:3])[CH3:2].CC[N:19](CC)CC.[CH2:24]([O:28][C:29](Cl)=[O:30])[CH:25]([CH3:27])[CH3:26].[N-]=[N+]=[N-].[Na+].[CH2:36]1[CH2:40]OC[CH2:37]1. (3) Given the product [CH:1]1([N:6]2[C:7]([OH:27])=[C:8]([C:23]([NH:43][CH2:42][CH2:41][CH:38]3[CH2:40][CH2:39]3)=[O:24])[C:9]([OH:22])=[C:10]([C:13]([NH:15][CH2:16][C:17]([OH:19])=[O:18])=[O:14])[C:11]2=[O:12])[CH2:5][CH2:4][CH2:3][CH2:2]1, predict the reactants needed to synthesize it. The reactants are: [CH:1]1([N:6]2[C:11](=[O:12])[C:10]([C:13]([NH:15][CH2:16][C:17]([O:19]CC)=[O:18])=[O:14])=[C:9]([OH:22])[C:8]([C:23](OC)=[O:24])=[C:7]2[OH:27])[CH2:5][CH2:4][CH2:3][CH2:2]1.C(N(C(C)C)CC)(C)C.Cl.[CH:38]1([CH2:41][CH2:42][NH2:43])[CH2:40][CH2:39]1.Cl.